From a dataset of Forward reaction prediction with 1.9M reactions from USPTO patents (1976-2016). Predict the product of the given reaction. (1) Given the reactants [CH3:1][C@H:2]1[CH2:7][C@@H:6]([O:8][CH2:9][C:10]([OH:12])=O)[C@H:5]([C:13]([CH3:15])=[CH2:14])[CH2:4][CH2:3]1.[I-].ClC1C=CC=C[N+]=1C.[CH2:25]([NH2:29])[CH:26]([CH3:28])[CH3:27].C(N(CC)CC)C, predict the reaction product. The product is: [CH2:25]([NH:29][C:10](=[O:12])[CH2:9][O:8][C@@H:6]1[CH2:7][C@H:2]([CH3:1])[CH2:3][CH2:4][C@H:5]1[C:13]([CH3:15])=[CH2:14])[CH:26]([CH3:28])[CH3:27]. (2) Given the reactants [CH2:1]([O:3][C:4](=[O:14])[C:5]1[C:10](Cl)=[CH:9][C:8]([CH3:12])=[N:7][C:6]=1[Cl:13])[CH3:2].[CH3:15][CH2:16][O-:17].[Na+], predict the reaction product. The product is: [CH2:1]([O:3][C:4](=[O:14])[C:5]1[C:10]([O:17][CH2:16][CH3:15])=[CH:9][C:8]([CH3:12])=[N:7][C:6]=1[Cl:13])[CH3:2]. (3) Given the reactants [CH2:1]([C:4]1[S:5][C:6]2[C:15]3[CH:14]=[CH:13][CH:12]=[CH:11][C:10]=3[N:9]=[C:8]([NH2:16])[C:7]=2[N:17]=1)[CH2:2][CH3:3].C(O)(=O)C.[Br:22]Br, predict the reaction product. The product is: [Br:22][C:13]1[CH:12]=[CH:11][C:10]2[N:9]=[C:8]([NH2:16])[C:7]3[N:17]=[C:4]([CH2:1][CH2:2][CH3:3])[S:5][C:6]=3[C:15]=2[CH:14]=1. (4) The product is: [CH:16]([OH:18])=[O:17].[S:7]1[C:2]2[CH:3]=[CH:4][C:5]([CH:15]([N:19]3[CH2:20][CH2:21][N:22]([CH3:25])[CH2:23][CH2:24]3)[C:16]([NH:35][NH:34][C:29]3[CH:28]=[C:27]([Cl:26])[CH:32]=[C:31]([Cl:33])[CH:30]=3)=[O:18])=[CH:6][C:10]=2[CH:9]=[CH:8]1. Given the reactants Cl.[CH:2]1[C:10]2[C:9]3C=CC=C[C:8]=3[S:7][C:6]=2[C:5]([CH:15]([N:19]2[CH2:24][CH2:23][N:22]([CH3:25])[CH2:21][CH2:20]2)[C:16]([OH:18])=[O:17])=[CH:4][CH:3]=1.[Cl:26][C:27]1[CH:28]=[C:29]([NH:34][NH2:35])[CH:30]=[C:31]([Cl:33])[CH:32]=1, predict the reaction product.